From a dataset of Reaction yield outcomes from USPTO patents with 853,638 reactions. Predict the reaction yield, written as a fraction of the theoretical maximum amount of product (1.0 means a 100% yield; for example, 0.34 means a 34% yield). (1) The reactants are [CH2:1]([C:7]1[CH:12]=[CH:11][C:10]([C:13]2[N:17]([CH3:18])[N:16]=[C:15]([C:19](=[N:21][NH:22][C:23]([C:25]3[CH:34]=[CH:33][C:28]([C:29]([O:31]C)=[O:30])=[CH:27][CH:26]=3)=[O:24])[CH3:20])[C:14]=2[OH:35])=[CH:9][CH:8]=1)[CH2:2][CH2:3][CH2:4][CH2:5][CH3:6].CO.[OH-].[Na+].Cl. The product is [CH2:1]([C:7]1[CH:8]=[CH:9][C:10]([C:13]2[N:17]([CH3:18])[N:16]=[C:15]([C:19](=[N:21][NH:22][C:23]([C:25]3[CH:34]=[CH:33][C:28]([C:29]([OH:31])=[O:30])=[CH:27][CH:26]=3)=[O:24])[CH3:20])[C:14]=2[OH:35])=[CH:11][CH:12]=1)[CH2:2][CH2:3][CH2:4][CH2:5][CH3:6]. The catalyst is O. The yield is 0.400. (2) The reactants are C(=O)([O-])[O-].[K+].[K+].Br[CH2:8][CH2:9][CH2:10][O:11][Si:12]([C:15]([CH3:18])([CH3:17])[CH3:16])([CH3:14])[CH3:13].[Cl:19][C:20]1[CH:25]=[C:24](/[C:26](/[C:34]2[CH:39]=[CH:38][C:37]([CH:40]3[CH2:42][CH2:41]3)=[C:36]([O:43][CH3:44])[N:35]=2)=[CH:27]\[CH:28]2[CH2:33][CH2:32][O:31][CH2:30][CH2:29]2)[CH:23]=[CH:22][C:21]=1[OH:45].O. The catalyst is CN(C)C=O. The product is [Si:12]([O:11][CH2:10][CH2:9][CH2:8][O:45][C:21]1[CH:22]=[CH:23][C:24](/[C:26](/[C:34]2[N:35]=[C:36]([O:43][CH3:44])[C:37]([CH:40]3[CH2:41][CH2:42]3)=[CH:38][CH:39]=2)=[CH:27]\[CH:28]2[CH2:33][CH2:32][O:31][CH2:30][CH2:29]2)=[CH:25][C:20]=1[Cl:19])([C:15]([CH3:18])([CH3:17])[CH3:16])([CH3:14])[CH3:13]. The yield is 0.800. (3) The reactants are C([Si](C)(C)[O:6][CH:7]1[CH2:12][CH2:11][CH:10]([N:13]2[CH:17]=[C:16]([C:18]3[CH:23]=[N:22][C:21]([NH2:24])=[C:20]4[O:25][C:26](Cl)=[CH:27][C:19]=34)[CH:15]=[N:14]2)[CH2:9][CH2:8]1)(C)(C)C.CC1(C)C(C)(C)OB([C:39]2[C:47]3[S:46][N:45]=[N:44][C:43]=3[CH:42]=[CH:41][CH:40]=2)O1.C(=O)([O-])[O-].[K+].[K+].Cl. The catalyst is C1C=CC([P]([Pd]([P](C2C=CC=CC=2)(C2C=CC=CC=2)C2C=CC=CC=2)([P](C2C=CC=CC=2)(C2C=CC=CC=2)C2C=CC=CC=2)[P](C2C=CC=CC=2)(C2C=CC=CC=2)C2C=CC=CC=2)(C2C=CC=CC=2)C2C=CC=CC=2)=CC=1.CO.O.O1CCOCC1. The product is [NH2:24][C:21]1[N:22]=[CH:23][C:18]([C:16]2[CH:15]=[N:14][N:13]([C@H:10]3[CH2:9][CH2:8][C@H:7]([OH:6])[CH2:12][CH2:11]3)[CH:17]=2)=[C:19]2[CH:27]=[C:26]([C:39]3[C:47]4[S:46][N:45]=[N:44][C:43]=4[CH:42]=[CH:41][CH:40]=3)[O:25][C:20]=12. The yield is 0.500. (4) The reactants are CON(C)[C:4](=[O:19])[C:5]1[CH:10]=[CH:9][C:8]([C:11]([F:14])([F:13])[F:12])=[CH:7][C:6]=1[O:15][CH2:16][CH2:17][CH3:18].[H-].[H-].[H-].[H-].[Li+].[Al+3]. The catalyst is C1COCC1. The product is [CH2:16]([O:15][C:6]1[CH:7]=[C:8]([C:11]([F:12])([F:13])[F:14])[CH:9]=[CH:10][C:5]=1[CH:4]=[O:19])[CH2:17][CH3:18]. The yield is 1.00. (5) The reactants are C(=O)([O-])[O-].[Na+].[Na+].Cl.O.[NH:9]1[CH2:14][CH2:13][C:12](=[O:15])[CH2:11][CH2:10]1.Br[CH2:17][CH2:18][CH:19]1[O:24][CH2:23][CH2:22][CH2:21][O:20]1. The catalyst is C(#N)C. The product is [O:20]1[CH2:21][CH2:22][CH2:23][O:24][CH:19]1[CH2:18][CH2:17][N:9]1[CH2:14][CH2:13][C:12](=[O:15])[CH2:11][CH2:10]1. The yield is 0.690. (6) The reactants are [OH:1][C@@H:2]([C:23]1[CH:28]=[CH:27][CH:26]=[CH:25][CH:24]=1)[CH2:3][CH2:4][N:5]1[CH2:10][CH2:9][CH:8]([C:11]2[CH:12]=[C:13]([NH:17][C:18](=[O:22])[CH:19]([CH3:21])[CH3:20])[CH:14]=[CH:15][CH:16]=2)[CH2:7][CH2:6]1.[F:29][C:30]([F:39])([F:38])[C:31]1[CH:36]=[CH:35][C:34](O)=[CH:33][CH:32]=1.C1(P(C2C=CC=CC=2)C2C=CC=CC=2)C=CC=CC=1.N(C(OCC)=O)=NC(OCC)=O.N. The catalyst is C1COCC1.C(Cl)(Cl)Cl. The product is [CH3:20][CH:19]([CH3:21])[C:18]([NH:17][C:13]1[CH:14]=[CH:15][CH:16]=[C:11]([CH:8]2[CH2:9][CH2:10][N:5]([CH2:4][CH2:3][C@@H:2]([C:23]3[CH:24]=[CH:25][CH:26]=[CH:27][CH:28]=3)[O:1][C:34]3[CH:35]=[CH:36][C:31]([C:30]([F:39])([F:38])[F:29])=[CH:32][CH:33]=3)[CH2:6][CH2:7]2)[CH:12]=1)=[O:22]. The yield is 0.389. (7) The reactants are O=P(Cl)(Cl)Cl.[O:6]1[C:10]2[CH:11]=[CH:12][C:13]([C:15]3([C:18]([NH:20][C:21]4[CH:22]=[C:23]5[C:27](=[CH:28][CH:29]=4)[NH:26][C:25]([C:30]([CH3:33])([CH3:32])[CH3:31])=[CH:24]5)=[O:19])[CH2:17][CH2:16]3)=[CH:14][C:9]=2[O:8][CH2:7]1.CN([CH:37]=[O:38])C. No catalyst specified. The product is [O:6]1[C:10]2[CH:11]=[CH:12][C:13]([C:15]3([C:18]([NH:20][C:21]4[CH:22]=[C:23]5[C:27](=[CH:28][CH:29]=4)[NH:26][C:25]([C:30]([CH3:33])([CH3:32])[CH3:31])=[C:24]5[CH:37]=[O:38])=[O:19])[CH2:17][CH2:16]3)=[CH:14][C:9]=2[O:8][CH2:7]1. The yield is 0.610. (8) The reactants are Cl.[NH2:2][C@@H:3]1[CH2:11][O:10][CH2:9][C@H:8]([O:12][CH2:13][C:14]2[CH:19]=[CH:18][CH:17]=[CH:16][CH:15]=2)[C@@H:7]([O:20][CH2:21][C:22]2[CH:27]=[CH:26][CH:25]=[CH:24][CH:23]=2)[C@@H:6]([CH3:28])[O:5][C:4]1=[O:29].[OH:30][C:31]1[C:32]([C:39](O)=[O:40])=[N:33][CH:34]=[CH:35][C:36]=1[O:37][CH3:38].CN1CCOCC1.CN(C(ON1N=NC2C=CC=NC1=2)=[N+](C)C)C.F[P-](F)(F)(F)(F)F. The catalyst is C(Cl)Cl. The product is [CH2:13]([O:12][C@@H:8]1[C@@H:7]([O:20][CH2:21][C:22]2[CH:27]=[CH:26][CH:25]=[CH:24][CH:23]=2)[C@@H:6]([CH3:28])[O:5][C:4](=[O:29])[C@H:3]([NH:2][C:39](=[O:40])[C:32]2[C:31]([OH:30])=[C:36]([O:37][CH3:38])[CH:35]=[CH:34][N:33]=2)[CH2:11][O:10][CH2:9]1)[C:14]1[CH:19]=[CH:18][CH:17]=[CH:16][CH:15]=1. The yield is 0.610.